From a dataset of Peptide-MHC class II binding affinity with 134,281 pairs from IEDB. Regression. Given a peptide amino acid sequence and an MHC pseudo amino acid sequence, predict their binding affinity value. This is MHC class II binding data. (1) The peptide sequence is SVPMEKLKALVATAH. The MHC is DRB1_0101 with pseudo-sequence DRB1_0101. The binding affinity (normalized) is 0.730. (2) The peptide sequence is YNNNEAFKVENGSAA. The MHC is HLA-DQA10501-DQB10201 with pseudo-sequence HLA-DQA10501-DQB10201. The binding affinity (normalized) is 0.0337. (3) The peptide sequence is ERIKSEYMTSWFYDN. The MHC is DRB5_0101 with pseudo-sequence DRB5_0101. The binding affinity (normalized) is 0.464. (4) The peptide sequence is ASVIPPARLFKAFVL. The MHC is DRB1_0301 with pseudo-sequence DRB1_0301. The binding affinity (normalized) is 0.385. (5) The peptide sequence is YVYEPFPKEVWEQIF. The MHC is DRB5_0101 with pseudo-sequence DRB5_0101. The binding affinity (normalized) is 0.269.